From a dataset of Forward reaction prediction with 1.9M reactions from USPTO patents (1976-2016). Predict the product of the given reaction. (1) Given the reactants [S-:1][C:2]#[N:3].[Na+].[CH2:5]1[CH:7]([C:8]([NH2:10])=[NH:9])[CH2:6]1.Cl.C(N(CC)CC)C.Cl[O-].[Na+], predict the reaction product. The product is: [CH:7]1([C:8]2[N:10]=[C:2]([NH2:3])[S:1][N:9]=2)[CH2:6][CH2:5]1. (2) Given the reactants [C:1]([N:7]1[CH2:11][CH2:10][O:9][C:8]1=[O:12])(=[O:6])[CH2:2][CH2:3][CH:4]=[CH2:5].Br[CH2:14][C:15]1[C:20]([F:21])=[CH:19][CH:18]=[CH:17][C:16]=1[Cl:22], predict the reaction product. The product is: [Cl:22][C:16]1[CH:17]=[CH:18][CH:19]=[C:20]([F:21])[C:15]=1[CH2:14][CH:2]([CH2:3][CH:4]=[CH2:5])[C:1]([N:7]1[CH2:11][CH2:10][O:9][C:8]1=[O:12])=[O:6].